This data is from Full USPTO retrosynthesis dataset with 1.9M reactions from patents (1976-2016). The task is: Predict the reactants needed to synthesize the given product. Given the product [CH2:1]([O:3][CH:4]([O:32][CH2:33][CH3:34])[CH2:5][N:6]1[C:14]2[C:9](=[CH:10][CH:11]=[CH:12][CH:13]=2)[C:8]([NH:15][C:16]([NH:18][C:19]2[CH:24]=[CH:23][C:22]([CH2:25][OH:26])=[CH:21][CH:20]=2)=[O:17])([CH2:27][C:28]([NH:47][C:48]2[CH:53]=[CH:52][C:51]([CH3:54])=[CH:50][CH:49]=2)=[O:29])[C:7]1=[O:31])[CH3:2], predict the reactants needed to synthesize it. The reactants are: [CH2:1]([O:3][CH:4]([O:32][CH2:33][CH3:34])[CH2:5][N:6]1[C:14]2[C:9](=[CH:10][CH:11]=[CH:12][CH:13]=2)[C:8]([CH2:27][C:28](O)=[O:29])([NH:15][C:16]([NH:18][C:19]2[CH:24]=[CH:23][C:22]([CH2:25][OH:26])=[CH:21][CH:20]=2)=[O:17])[C:7]1=[O:31])[CH3:2].Cl.C(N=C=NCCCN(C)C)C.[NH2:47][C:48]1[CH:53]=[CH:52][C:51]([CH3:54])=[CH:50][CH:49]=1.